From a dataset of Reaction yield outcomes from USPTO patents with 853,638 reactions. Predict the reaction yield, written as a fraction of the theoretical maximum amount of product (1.0 means a 100% yield; for example, 0.34 means a 34% yield). (1) The reactants are [CH3:1][C:2]1[CH:3]=[C:4]([CH:8]=[CH:9][C:10]=1[C:11]([N:13]1[CH2:17][CH2:16][CH2:15][CH2:14]1)=[O:12])[C:5]([OH:7])=O.CN(C(ON1N=NC2C=CC=CC1=2)=[N+](C)C)C.[B-](F)(F)(F)F.C(N(C(C)C)CC)(C)C.[Cl:49][C:50]1[CH:65]=[CH:64][C:53]2[NH:54][C:55]([CH:57]([NH2:63])[CH2:58][C:59]([F:62])([F:61])[F:60])=[N:56][C:52]=2[CH:51]=1.ClCl. The catalyst is O1CCCC1.ClCCl.C(O)C. The product is [Cl:49][C:50]1[CH:65]=[CH:64][C:53]2[NH:54][C:55]([CH:57]([NH:63][C:5](=[O:7])[C:4]3[CH:8]=[CH:9][C:10]([C:11]([N:13]4[CH2:17][CH2:16][CH2:15][CH2:14]4)=[O:12])=[C:2]([CH3:1])[CH:3]=3)[CH2:58][C:59]([F:61])([F:60])[F:62])=[N:56][C:52]=2[CH:51]=1. The yield is 0.520. (2) The reactants are [Cl:1][C:2]1[C:3]([F:11])=[C:4]([C:7]([F:10])=[CH:8][CH:9]=1)[CH:5]=O.C([O-])([O-])=O.[Cs+].[Cs+].[CH3:18][C:19]([S@@:22]([NH2:24])=[O:23])([CH3:21])[CH3:20]. The catalyst is C(Cl)Cl.CCOC(C)=O. The product is [Cl:1][C:2]1[C:3]([F:11])=[C:4]([C:7]([F:10])=[CH:8][CH:9]=1)/[CH:5]=[N:24]/[S@:22]([C:19]([CH3:21])([CH3:20])[CH3:18])=[O:23]. The yield is 1.00. (3) The product is [CH3:17][C:16]1[N:12]=[C:11]([CH:9]([NH:8][C:1](=[O:2])[O:3][C:4]([CH3:7])([CH3:5])[CH3:6])[CH3:10])[S:13][CH:15]=1. The yield is 0.480. The reactants are [C:1]([NH:8][C@H:9]([C:11](=[S:13])[NH2:12])[CH3:10])([O:3][C:4]([CH3:7])([CH3:6])[CH3:5])=[O:2].Cl[CH2:15][C:16](=O)[CH3:17].C(=O)([O-])[O-].[Ca+2]. The catalyst is C(O)C.